From a dataset of Reaction yield outcomes from USPTO patents with 853,638 reactions. Predict the reaction yield, written as a fraction of the theoretical maximum amount of product (1.0 means a 100% yield; for example, 0.34 means a 34% yield). (1) The reactants are [NH:1]1[C:9]2[C:4](=[CH:5][C:6]([C:10]#[N:11])=[CH:7][CH:8]=2)[CH:3]=[CH:2]1.[C:12](Cl)(=[O:16])[C:13](Cl)=[O:14].C(Cl)Cl.[CH3:21][O-:22].[Na+].CO. The catalyst is C(OCC)C. The product is [C:10]([C:6]1[CH:5]=[C:4]2[C:9](=[CH:8][CH:7]=1)[NH:1][CH:2]=[C:3]2[C:12](=[O:16])[C:13]([O:22][CH3:21])=[O:14])#[N:11]. The yield is 0.420. (2) The reactants are [H-].[Na+].[Cl:3][C:4]1[CH:9]=[C:8]([OH:10])[CH:7]=[CH:6][N:5]=1.[F:11][C:12]1[CH:17]=[C:16]([N+:18]([O-:20])=[O:19])[C:15]([F:21])=[CH:14][C:13]=1F. The catalyst is CN(C=O)C. The product is [Cl:3][C:4]1[CH:9]=[C:8]([O:10][C:13]2[CH:14]=[C:15]([F:21])[C:16]([N+:18]([O-:20])=[O:19])=[CH:17][C:12]=2[F:11])[CH:7]=[CH:6][N:5]=1. The yield is 0.630. (3) The reactants are [F:1][C:2]1[CH:3]=[C:4]([NH2:32])[CH:5]=[CH:6][C:7]=1[O:8][C:9]1[C:18]2[C:13](=[CH:14][C:15]([O:21][CH2:22][CH:23]3[CH2:31][CH:26]4[CH2:27][N:28]([CH3:30])[CH2:29][CH:25]4[CH2:24]3)=[C:16]([O:19][CH3:20])[CH:17]=2)[N:12]=[CH:11][CH:10]=1.C1(C)C=CC=CC=1.[C:40]1([CH2:46][C:47]([N:49]=[C:50]=[S:51])=[O:48])[CH:45]=[CH:44][CH:43]=[CH:42][CH:41]=1. The catalyst is C(O)C. The product is [F:1][C:2]1[CH:3]=[C:4]([NH:32][C:50]([NH:49][C:47](=[O:48])[CH2:46][C:40]2[CH:41]=[CH:42][CH:43]=[CH:44][CH:45]=2)=[S:51])[CH:5]=[CH:6][C:7]=1[O:8][C:9]1[C:18]2[C:13](=[CH:14][C:15]([O:21][CH2:22][CH:23]3[CH2:24][CH:25]4[CH2:29][N:28]([CH3:30])[CH2:27][CH:26]4[CH2:31]3)=[C:16]([O:19][CH3:20])[CH:17]=2)[N:12]=[CH:11][CH:10]=1. The yield is 0.500. (4) The reactants are [F:1][C:2]1[CH:7]=[CH:6][C:5]([C:8]([CH3:12])([CH3:11])[CH2:9][NH2:10])=[CH:4][CH:3]=1.[Cl:13][C:14]1[N:15]=[N:16][C:17](Cl)=[CH:18][C:19]=1[CH3:20].C([O-])([O-])=O.[K+].[K+]. The catalyst is C(O)(C)C. The product is [Cl:13][C:14]1[N:15]=[N:16][C:17]([NH:10][CH2:9][C:8]([C:5]2[CH:4]=[CH:3][C:2]([F:1])=[CH:7][CH:6]=2)([CH3:12])[CH3:11])=[CH:18][C:19]=1[CH3:20]. The yield is 0.150. (5) The reactants are C(OC(=O)[NH:7][CH:8]([C:10](=[O:34])[NH:11][CH:12]([C:16]([N:18]1[CH2:22][CH2:21][CH2:20][CH:19]1[CH2:23][C:24]1[C:28]2[CH:29]=[C:30]([OH:33])[CH:31]=[CH:32][C:27]=2[O:26][CH:25]=1)=[O:17])[CH:13]([CH3:15])[CH3:14])[CH3:9])(C)(C)C.C(O)(C(F)(F)F)=O. The catalyst is C(Cl)Cl. The product is [NH2:7][CH:8]([CH3:9])[C:10]([NH:11][CH:12]([C:16]([N:18]1[CH2:22][CH2:21][CH2:20][CH:19]1[CH2:23][C:24]1[C:28]2[CH:29]=[C:30]([OH:33])[CH:31]=[CH:32][C:27]=2[O:26][CH:25]=1)=[O:17])[CH:13]([CH3:15])[CH3:14])=[O:34]. The yield is 0.370. (6) The reactants are Cl.Cl[CH2:3][C:4]1[N:5]=[C:6]([CH2:9][N:10]2[CH2:15][CH2:14][O:13][CH2:12][CH2:11]2)[S:7][CH:8]=1.[Cl:16][C:17]1[CH:18]=[C:19]([NH:24][C:25]2[C:34]3[C:29](=[CH:30][C:31]([OH:37])=[C:32]([O:35][CH3:36])[CH:33]=3)[N:28]=[CH:27][N:26]=2)[CH:20]=[CH:21][C:22]=1[Cl:23].C(=O)([O-])[O-].[K+].[K+]. The catalyst is CN(C=O)C. The product is [Cl:16][C:17]1[CH:18]=[C:19]([NH:24][C:25]2[C:34]3[C:29](=[CH:30][C:31]([O:37][CH2:3][C:4]4[N:5]=[C:6]([CH2:9][N:10]5[CH2:15][CH2:14][O:13][CH2:12][CH2:11]5)[S:7][CH:8]=4)=[C:32]([O:35][CH3:36])[CH:33]=3)[N:28]=[CH:27][N:26]=2)[CH:20]=[CH:21][C:22]=1[Cl:23]. The yield is 0.540. (7) The reactants are [Br:1][C:2]1[CH:14]=[CH:13][C:5]([CH2:6][C:7]2([C:11]#[N:12])[CH2:10][CH2:9]C2)=[C:4]([I:15])[CH:3]=1.C1(C#N)CC1.BrC1C=CC(CBr)=C(I)C=1. No catalyst specified. The product is [Br:1][C:2]1[CH:14]=[CH:13][C:5]([CH2:6][C:7]2([C:11]#[N:12])[CH2:10][CH2:9]2)=[C:4]([I:15])[CH:3]=1. The yield is 0.550. (8) The reactants are [N:1]1[CH:6]=[CH:5][CH:4]=[C:3]([O:7][C:8]2[CH:13]=[CH:12][C:11]([N+:14]([O-])=O)=[CH:10][CH:9]=2)[CH:2]=1.[Cl-].[NH4+]. The catalyst is O.O1CCCC1.CO.[Fe]. The product is [N:1]1[CH:6]=[CH:5][CH:4]=[C:3]([O:7][C:8]2[CH:13]=[CH:12][C:11]([NH2:14])=[CH:10][CH:9]=2)[CH:2]=1. The yield is 0.360. (9) The reactants are [NH2:1][CH2:2][C@H:3]([OH:5])[CH3:4].C(O)(=O)C.[F:10][C:11]([F:27])([F:26])[C@@H:12]([NH:21][S:22]([CH3:25])(=[O:24])=[O:23])[C:13]1[CH:18]=[CH:17][C:16]([CH:19]=O)=[CH:15][CH:14]=1.C(O[BH-](OC(=O)C)OC(=O)C)(=O)C.[Na+]. The catalyst is C(Cl)Cl. The product is [F:27][C:11]([F:10])([F:26])[C@@H:12]([NH:21][S:22]([CH3:25])(=[O:24])=[O:23])[C:13]1[CH:14]=[CH:15][C:16]([CH2:19][NH:1][CH2:2][C@H:3]([OH:5])[CH3:4])=[CH:17][CH:18]=1. The yield is 0.938.